From a dataset of Drug-target binding data from BindingDB using IC50 measurements. Regression. Given a target protein amino acid sequence and a drug SMILES string, predict the binding affinity score between them. We predict pIC50 (pIC50 = -log10(IC50 in M); higher means more potent). Dataset: bindingdb_ic50. (1) The target protein (P0A6W3) has sequence MLVWLAEHLVKYYSGFNVFSYLTFRAIVSLLTALFISLWMGPRMIAHLQKLSFGQVVRNDGPESHFSKRGTPTMGGIMILTAIVISVLLWAYPSNPYVWCVLVVLVGYGVIGFVDDYRKVVRKDTKGLIARWKYFWMSVIALGVAFALYLAGKDTPATQLVVPFFKDVMPQLGLFYILLAYFVIVGTGNAVNLTDGLDGLAIMPTVFVAGGFALVAWATGNMNFASYLHIPYLRHAGELVIVCTAIVGAGLGFLWFNTYPAQVFMGDVGSLALGGALGIIAVLLRQEFLLVIMGGVFVVETLSVILQVGSFKLRGQRIFRMAPIHHHYELKGWPEPRVIVRFWIISLMLVLIGLATLKVR. The small molecule is CCCCCCCCCCCC(=O)O[C@@H]1[C@H](OC)[C@@H]([C@@H](O[C@H]2OC(C(=O)Nc3ccccc3)=C[C@H](O)[C@@H]2O)C(N)=O)O[C@H]1n1ccc(=O)[nH]c1=O. The pIC50 is 5.6. (2) The small molecule is CC(=O)NCCn1c(=O)c(-c2cccnc2)nc2ccc(NCc3ccc(Cl)c(Cl)c3)nc21. The target protein (Q9Z122) has sequence MGKGGNQGEGSTELQAPMPTFRWEEIQKHNLRTDRWLVIDRKVYNVTKWSQRHPGGHRVIGHYSGEDATDAFRAFHLDLDFVGKFLKPLLIGELAPEEPSLDRGKSSQITEDFRALKKTAEDMNLFKTNHLFFFLLLSHIIVMESIAWFILSYFGNGWIPTVITAFVLATSQAQAGWLQHDYGHLSVYKKSIWNHIVHKFVIGHLKGASANWWNHRHFQHHAKPNIFHKDPDIKSLHVFVLGEWQPLEYGKKKLKYLPYNHQHEYFFLIGPPLLIPMYFQYQIIMTMIRRRDWVDLAWAISYYARFFYTYIPFYGILGALVFLNFIRFLESHWFVWVTQMNHIVMEIDLDHYRDWFSSQLAATCNVEQSFFNDWFSGHLNFQIEHHLFPTMPRHNLHKIAPLVKSLCAKHGIEYQEKPLLRALLDIVSSLKKSGELWLDAYLHK. The pIC50 is 7.5. (3) The small molecule is CN(Cc1ccccc1)C(=O)c1cc(C(=O)C(F)(F)F)cs1. The target protein sequence is TTGLVYDTLMLKHQCTCGSSSSHPEHAGRIQSIWSRLQETGLRGKCECIRGRKATLEELQTVHSEAHTLLYGTNPLNRQKLDSKKLLGSLASVFVRLPCGGVGVDSDTIWNEVHSAGAARLAVGCVVELVFKVATGELKNGFAVVRPPGHHAEESTPMGFCYFNSVAVAAKLLQQRLSVSKILIVDWDVHHGNGTQQAFYSDPSVLYMSLHRYDDGNFFPGSGAPDEVGTGPGVGFNVNMAFTGGLDPPMGDAEYLAAFRTVVMPIASEFAPDVVLVSSGFDAVEGHPTPLGGYNLSARCFGYLTKQLMGLAGGRIVLALEGGYDLTAICDASEACVSALLGNELDPLPEKVLQQRPNANAVRSMEKVMEIHSKYWRCLQRTTSTAGRSLIEAQTCENEEAETVTAMASLSVGVKPAEKRPDEEPMEEEPPL. The pIC50 is 5.6. (4) The small molecule is CC(C)Nc1cncc(-c2cnc3[nH]nc(-c4nc5c(-c6cccc(F)c6)cncc5[nH]4)c3c2)c1. The target protein (Q9NSA3) has sequence MNREGAPGKSPEEMYIQQKVRVLLMLRKMGSNLTASEEEFLRTYAGVVNSQLSQLPPHSIDQGAEDVVMAFSRSETEDRRQ. The pIC50 is 7.2. (5) The drug is OCCN1CCN(c2ccc3ncc(-c4cccc(Cl)c4)n3n2)CC1. The target protein (O35492) has sequence MPVLSARRKRLASTAGPRRGSGPSLAVRWVPPLGPEPSSDRGRAPMRPRGPTCSTTRRGAGRGPRLLPGPPGRDLHRCRPDPGGAGQSPRVCEFGARAVRPLGRVEPGPPTAASREGAVLPRAEARAGSGRGARSGEWGLAAAGAWETMHHCKRYRSPEPDPYLSYRWKRRRSYSREHEGRLRYPSRREPPPRRSRSRSHDRIPYQRRYREHRDSDTYRCEERSPSFGEDCYGSSRSRHRRRSRERAPYRTRKHAHHCHKRRTRSCSSASSRSQQSSKRSSRSVEDDKEGHLVCRIGDWLQERYEIVGNLGEGTFGKVVECLDHARGKSQVALKIIRNVGKYREAARLEINVLKKIKEKDKENKFLCVLMSDWFNFHGHMCIAFELLGKNTFEFLKENNFQPYPLPHVRHMAYQLCHALRFLHENQLTHTDLKPENILFVNSEFETLYNEHKSCEEKSVKNTSIRVADFGSATFDHEHHTTIVATRHYRPPEVILELGWA.... The pIC50 is 5.0. (6) The small molecule is CCOP(=O)(O)C1=C[C@@H](OC(CC)CC)[C@H](NC(C)=O)[C@@H](N=C(N)N)C1. The target protein (P03470) has sequence MNPNQKIITIGSICMVVGIISLILQIGNIISIWISHSIQTGNQNHTGICNQGIITYNVVAGQDSTSVILTGNSSLCPIRGWAIHSKDNGIRIGSKGDVFVIREPFISCSHLECRTFFLTQGALLNDKHSNGTVKDRSPYRALMSCPVGEAPSPYNSRFESVAWSASACHDGMGWLTIGISGPDNGAVAVLKYNGIITETIKSWRKKILRTQESECTCVNGSCFTIMTDGPSNGLASYKIFKIEKGKVTKSIELNAPNSHYEECSCYPDTGKVMCVCRDNWHGSNRPWVSFDQNLDYQIGYICSGVFGDNPRPKDGPGSCGPVSADGANGVKGFSYRYGNGVWIGRTKSDSSRHGFEMIWDPNGWTETDSRFSVRQDVVAMTDRSGYSGSFVQHPELTGLDCMRPCFWVELIRGRPEEETIWTSGSIISFCGVNSDTVDWSWPDGAELPFTIDK. The pIC50 is 8.9.